Dataset: Catalyst prediction with 721,799 reactions and 888 catalyst types from USPTO. Task: Predict which catalyst facilitates the given reaction. (1) Reactant: C[O:2][C:3]1[CH:4]=[C:5]([C:11]2([CH:16]=[CH:17][CH2:18][CH2:19][CH2:20][CH3:21])[CH2:15][CH2:14][CH2:13][CH2:12]2)[CH:6]=[C:7]([O:9]C)[CH:8]=1.C(CN)O. Product: [CH:16]([C:11]1([C:5]2[CH:4]=[C:3]([OH:2])[CH:8]=[C:7]([CH:6]=2)[OH:9])[CH2:15][CH2:14][CH2:13][CH2:12]1)=[CH:17][CH2:18][CH2:19][CH2:20][CH3:21]. The catalyst class is: 323. (2) Reactant: [Br:1][C:2]1[CH:3]=[N:4][CH:5]=[C:6]2[C:11]=1[N:10]=[C:9]([C:12]([OH:14])=O)[CH:8]=[CH:7]2.C(N(CC)C(C)C)(C)C.F[P-](F)(F)(F)(F)F.N1(OC(N(C)C)=[N+](C)C)C2N=CC=CC=2N=N1.[NH:48]1[CH2:52][CH2:51][CH:50]([OH:53])[CH2:49]1. Product: [Br:1][C:2]1[CH:3]=[N:4][CH:5]=[C:6]2[C:11]=1[N:10]=[C:9]([C:12]([N:48]1[CH2:52][CH2:51][CH:50]([OH:53])[CH2:49]1)=[O:14])[CH:8]=[CH:7]2. The catalyst class is: 9. (3) Reactant: C[N:2]([CH3:20])[CH:3]=[C:4]([C:10](=[O:19])[C:11]1[CH:16]=[C:15]([I:17])[CH:14]=[CH:13][C:12]=1F)[C:5]([O:7][CH2:8][CH3:9])=[O:6].[CH2:21](N)[CH2:22]C. Product: [I:17][C:15]1[CH:16]=[C:11]2[C:12](=[CH:13][CH:14]=1)[N:2]([CH2:20][CH2:21][CH3:22])[CH:3]=[C:4]([C:5]([O:7][CH2:8][CH3:9])=[O:6])[C:10]2=[O:19]. The catalyst class is: 8. (4) Reactant: Br[C:2]1[N:6]2[N:7]=[CH:8][CH:9]=[CH:10][C:5]2=[N:4][CH:3]=1.[C:11]([Si:13]([CH3:16])([CH3:15])[CH3:14])#[CH:12].C(N(C(C)C)CC)(C)C. Product: [CH3:14][Si:13]([C:11]#[C:12][C:2]1[N:6]2[N:7]=[CH:8][CH:9]=[CH:10][C:5]2=[N:4][CH:3]=1)([CH3:16])[CH3:15]. The catalyst class is: 128. (5) Reactant: [CH3:1][CH:2]([NH:4][S:5](Cl)(=[O:7])=[O:6])[CH3:3].[CH3:9][S:10][C:11]1[CH:17]=[CH:16][C:14]([NH2:15])=[CH:13][CH:12]=1.C(N(CC)CC)C. Product: [CH3:9][S:10][C:11]1[CH:17]=[CH:16][C:14]([NH:15][S:5]([NH:4][CH:2]([CH3:3])[CH3:1])(=[O:7])=[O:6])=[CH:13][CH:12]=1. The catalyst class is: 4. (6) Reactant: [C:1]([CH:3]1[CH2:7][S:6][CH2:5][C:4]1=[O:8])#[N:2].[H-].[Na+].Br[CH2:12][C:13]1[CH:18]=[CH:17][C:16]([CH:19]([CH3:24])[C:20]([O:22][CH3:23])=[O:21])=[CH:15][CH:14]=1. Product: [C:1]([C:3]1([CH2:12][C:13]2[CH:14]=[CH:15][C:16]([CH:19]([CH3:24])[C:20]([O:22][CH3:23])=[O:21])=[CH:17][CH:18]=2)[C:4](=[O:8])[CH2:5][S:6][CH2:7]1)#[N:2]. The catalyst class is: 9. (7) Reactant: [C:1]1([C:7]2[C:8]([N:16]3[CH2:21][CH2:20][N:19]([C:22]([O:24][C:25]([CH3:28])([CH3:27])[CH3:26])=[O:23])[CH2:18][CH2:17]3)=[C:9]3[CH:15]=[N:14][NH:13][C:10]3=[N:11][CH:12]=2)[CH:6]=[CH:5][CH:4]=[CH:3][CH:2]=1.[OH-].[K+].[I:31]I. Product: [I:31][C:15]1[C:9]2[C:10](=[N:11][CH:12]=[C:7]([C:1]3[CH:2]=[CH:3][CH:4]=[CH:5][CH:6]=3)[C:8]=2[N:16]2[CH2:17][CH2:18][N:19]([C:22]([O:24][C:25]([CH3:28])([CH3:27])[CH3:26])=[O:23])[CH2:20][CH2:21]2)[NH:13][N:14]=1. The catalyst class is: 31. (8) Reactant: C([Sn]([N:14]=[N+:15]=[N-:16])(CCCC)CCCC)CCC.[CH2:17]([NH:24][C:25](=[O:59])[CH:26]([C:33]1[CH:38]=[CH:37][C:36]([CH2:39][N:40]2[C:48]3[C:43](=[CH:44][CH:45]=[CH:46][CH:47]=3)[C:42]3[C:49]([CH3:58])=[C:50]([CH2:54][CH2:55][C:56]#[N:57])[C:51]([CH3:53])=[N:52][C:41]2=3)=[CH:35][CH:34]=1)[CH:27]1[CH2:32][CH2:31][O:30][CH2:29][CH2:28]1)[C:18]1[CH:23]=[CH:22][CH:21]=[CH:20][CH:19]=1.Cl.C(=O)(O)[O-].[Na+].C(O)(=O)CC(CC(O)=O)(C(O)=O)O. Product: [CH2:17]([NH:24][C:25](=[O:59])[CH:26]([C:33]1[CH:34]=[CH:35][C:36]([CH2:39][N:40]2[C:48]3[C:43](=[CH:44][CH:45]=[CH:46][CH:47]=3)[C:42]3[C:49]([CH3:58])=[C:50]([CH2:54][CH2:55][C:56]4[NH:16][N:15]=[N:14][N:57]=4)[C:51]([CH3:53])=[N:52][C:41]2=3)=[CH:37][CH:38]=1)[CH:27]1[CH2:32][CH2:31][O:30][CH2:29][CH2:28]1)[C:18]1[CH:23]=[CH:22][CH:21]=[CH:20][CH:19]=1. The catalyst class is: 133. (9) Reactant: [CH3:1][O:2][C:3]([C:5]1[CH:10]=[CH:9][C:8]([N:11]2[CH2:15][C:14]3([CH2:20][CH2:19][N:18](C(OC(C)(C)C)=O)[CH2:17][CH2:16]3)[O:13][C:12]2=[O:28])=[CH:7][CH:6]=1)=[O:4].[ClH:29]. Product: [ClH:29].[O:28]=[C:12]1[N:11]([C:8]2[CH:9]=[CH:10][C:5]([C:3]([O:2][CH3:1])=[O:4])=[CH:6][CH:7]=2)[CH2:15][C:14]2([CH2:20][CH2:19][NH:18][CH2:17][CH2:16]2)[O:13]1. The catalyst class is: 12. (10) Reactant: [Br:1][C:2]1[CH:3]=[N+:4]([O-])[CH:5]=[CH:6][CH:7]=1.[CH3:9][C:10]1([CH3:18])[O:15][C:14](=[O:16])[CH2:13][C:12](=[O:17])[O:11]1. Product: [Br:1][C:2]1[CH:7]=[CH:6][C:5](=[C:13]2[C:14](=[O:16])[O:15][C:10]([CH3:18])([CH3:9])[O:11][C:12]2=[O:17])[NH:4][CH:3]=1. The catalyst class is: 152.